The task is: Predict which catalyst facilitates the given reaction.. This data is from Catalyst prediction with 721,799 reactions and 888 catalyst types from USPTO. (1) Reactant: [O:1]=[C:2]([C:6]1[CH:11]=[CH:10][CH:9]=[CH:8][CH:7]=1)[CH2:3][C:4]#[N:5].[F:12][C:13]1[CH:19]=[CH:18][C:16]([NH2:17])=[CH:15][CH:14]=1. Product: [F:12][C:13]1[CH:19]=[CH:18][C:16]([NH:17][C:4](=[NH:5])[CH2:3][C:2](=[O:1])[C:6]2[CH:7]=[CH:8][CH:9]=[CH:10][CH:11]=2)=[CH:15][CH:14]=1. The catalyst class is: 8. (2) Reactant: [Cl:1][C:2]1[CH:3]=[CH:4][C:5]([O:17][CH2:18][C:19]2[CH:24]=[CH:23][CH:22]=[CH:21][CH:20]=2)=[C:6]([CH2:8][N:9]2[C:13]([CH3:14])=[CH:12][C:11]([CH:15]=O)=[N:10]2)[CH:7]=1.S(=O)(O)[O-].[Na+].[C:30]1([NH2:37])[CH:35]=[CH:34][CH:33]=[CH:32][C:31]=1[NH2:36].C(OCC)C. Product: [Cl:1][C:2]1[CH:3]=[CH:4][C:5]([O:17][CH2:18][C:19]2[CH:24]=[CH:23][CH:22]=[CH:21][CH:20]=2)=[C:6]([CH2:8][N:9]2[C:13]([CH3:14])=[CH:12][C:11]([C:15]3[NH:37][C:30]4[CH:35]=[CH:34][CH:33]=[CH:32][C:31]=4[N:36]=3)=[N:10]2)[CH:7]=1. The catalyst class is: 24.